This data is from Full USPTO retrosynthesis dataset with 1.9M reactions from patents (1976-2016). The task is: Predict the reactants needed to synthesize the given product. (1) Given the product [CH2:1]([O:8][C:9]1[CH:10]=[CH:11][C:12]([O:29][CH:30]([CH3:32])[CH3:31])=[C:13]([C:15]2[NH:28][C:18]3=[N:19][CH:20]=[C:21]([C:23]([OH:25])=[O:24])[CH:22]=[C:17]3[N:16]=2)[CH:14]=1)[C:2]1[CH:7]=[CH:6][CH:5]=[CH:4][CH:3]=1, predict the reactants needed to synthesize it. The reactants are: [CH2:1]([O:8][C:9]1[CH:10]=[CH:11][C:12]([O:29][CH:30]([CH3:32])[CH3:31])=[C:13]([C:15]2[NH:28][C:18]3=[N:19][CH:20]=[C:21]([C:23]([O:25]CC)=[O:24])[CH:22]=[C:17]3[N:16]=2)[CH:14]=1)[C:2]1[CH:7]=[CH:6][CH:5]=[CH:4][CH:3]=1.[OH-].[Na+].Cl. (2) Given the product [ClH:35].[CH:1]1[C:13]2[CH:12]([CH2:14][O:15][C:16]([N:18]3[CH2:23][C@H:22]([NH2:24])[CH2:21][C@H:20]([C:32]([OH:34])=[O:33])[CH2:19]3)=[O:17])[C:11]3[C:6](=[CH:7][CH:8]=[CH:9][CH:10]=3)[C:5]=2[CH:4]=[CH:3][CH:2]=1, predict the reactants needed to synthesize it. The reactants are: [CH:1]1[C:13]2[CH:12]([CH2:14][O:15][C:16]([N:18]3[CH2:23][C@H:22]([NH:24]C(OC(C)(C)C)=O)[CH2:21][C@H:20]([C:32]([OH:34])=[O:33])[CH2:19]3)=[O:17])[C:11]3[C:6](=[CH:7][CH:8]=[CH:9][CH:10]=3)[C:5]=2[CH:4]=[CH:3][CH:2]=1.[ClH:35].CCCCCC. (3) Given the product [CH2:1]([C:3]1[N:7]([C:8]2[CH:9]=[CH:10][C:11]([O:14][C:24]3[CH:31]=[CH:30][C:27]([C:28]#[N:29])=[C:26]([S:32]([CH3:35])(=[O:33])=[O:34])[CH:25]=3)=[CH:12][CH:13]=2)[C:6]2[CH:15]=[CH:16][CH:17]=[C:18]([C:19]([F:22])([F:21])[F:20])[C:5]=2[N:4]=1)[CH3:2], predict the reactants needed to synthesize it. The reactants are: [CH2:1]([C:3]1[N:7]([C:8]2[CH:13]=[CH:12][C:11]([OH:14])=[CH:10][CH:9]=2)[C:6]2[CH:15]=[CH:16][CH:17]=[C:18]([C:19]([F:22])([F:21])[F:20])[C:5]=2[N:4]=1)[CH3:2].F[C:24]1[CH:31]=[CH:30][C:27]([C:28]#[N:29])=[C:26]([S:32]([CH3:35])(=[O:34])=[O:33])[CH:25]=1. (4) Given the product [Cl:26][C:23]1[CH:24]=[CH:25][C:20]([C:18]([NH:17][CH:13]([CH2:12][C:7]2[C:5]3[C:4](=[CH:3][CH:2]=[CH:1][CH:6]=3)[NH:11][C:9](=[O:10])[CH:8]=2)[C:14]([O:16][CH2:29][C:30]([N:32]2[CH2:37][CH2:36][N:35]([CH3:38])[CH2:34][CH2:33]2)=[O:31])=[O:15])=[O:19])=[CH:21][CH:22]=1, predict the reactants needed to synthesize it. The reactants are: [CH:1]1[CH:2]=[CH:3][C:4]2[NH:11][C:9](=[O:10])[CH:8]=[C:7]([CH2:12][CH:13]([NH:17][C:18]([C:20]3[CH:21]=[CH:22][C:23]([Cl:26])=[CH:24][CH:25]=3)=[O:19])[C:14]([OH:16])=[O:15])[C:5]=2[CH:6]=1.[Br-].Br[CH2:29][C:30]([NH+:32]1[CH2:37][CH2:36][N:35]([CH3:38])[CH2:34][CH2:33]1)=[O:31]. (5) Given the product [NH2:17][C:16]1[CH:15]=[CH:14][C:4]([CH2:5][P:6](=[O:13])([O:7][CH2:8][CH3:9])[O:10][CH2:11][CH3:12])=[CH:3][C:2]=1[Cl:1], predict the reactants needed to synthesize it. The reactants are: [Cl:1][C:2]1[CH:3]=[C:4]([CH:14]=[CH:15][C:16]=1[N+:17]([O-])=O)[CH2:5][P:6](=[O:13])([O:10][CH2:11][CH3:12])[O:7][CH2:8][CH3:9].Cl.